This data is from NCI-60 drug combinations with 297,098 pairs across 59 cell lines. The task is: Regression. Given two drug SMILES strings and cell line genomic features, predict the synergy score measuring deviation from expected non-interaction effect. Drug 1: CC12CCC3C(C1CCC2=O)CC(=C)C4=CC(=O)C=CC34C. Drug 2: C1=NC(=NC(=O)N1C2C(C(C(O2)CO)O)O)N. Cell line: TK-10. Synergy scores: CSS=40.4, Synergy_ZIP=1.29, Synergy_Bliss=2.53, Synergy_Loewe=-1.30, Synergy_HSA=0.985.